Dataset: Catalyst prediction with 721,799 reactions and 888 catalyst types from USPTO. Task: Predict which catalyst facilitates the given reaction. (1) Reactant: [OH:1][C:2]1[CH:3]=[C:4]([CH:12]=[O:13])[C:5]2[C:10]([CH:11]=1)=[CH:9][CH:8]=[CH:7][CH:6]=2.[C:14](OC(=O)C)(=[O:16])[CH3:15]. The catalyst class is: 17. Product: [C:14]([O:1][C:2]1[CH:3]=[C:4]([CH:12]=[O:13])[C:5]2[C:10](=[CH:9][CH:8]=[CH:7][CH:6]=2)[CH:11]=1)(=[O:16])[CH3:15]. (2) Reactant: [CH3:1][Si:2]([CH2:5][O:6][C:7]1[CH:14]=[CH:13][C:10]([CH:11]=O)=[CH:9][CH:8]=1)([CH3:4])[CH3:3].[C:15]([NH2:21])(=[O:20])[CH2:16][C:17]([NH2:19])=[O:18].N1CCCCC1.C(O)(=O)C. Product: [CH3:1][Si:2]([CH2:5][O:6][C:7]1[CH:14]=[CH:13][C:10]([CH:11]=[C:16]([C:15]([NH2:21])=[O:20])[C:17]([NH2:19])=[O:18])=[CH:9][CH:8]=1)([CH3:4])[CH3:3]. The catalyst class is: 93. (3) Reactant: Cl[C:2]1[CH:10]=[CH:9][C:8]2[N:7]([CH:11]=[C:12]([C:14]3[CH:19]=[CH:18][C:17]([F:20])=[CH:16][CH:15]=3)[CH3:13])[C:6]3[CH2:21][CH2:22][N:23]([CH3:25])[CH2:24][C:5]=3[C:4]=2[CH:3]=1.CC(C)([O-])C.[Na+].Cl.[CH3:33][NH:34][CH3:35]. Product: [F:20][C:17]1[CH:18]=[CH:19][C:14](/[C:12](/[CH3:13])=[CH:11]/[N:7]2[C:8]3[CH:9]=[CH:10][C:2]([N:34]([CH3:35])[CH3:33])=[CH:3][C:4]=3[C:5]3[CH2:24][N:23]([CH3:25])[CH2:22][CH2:21][C:6]2=3)=[CH:15][CH:16]=1. The catalyst class is: 167.